From a dataset of Full USPTO retrosynthesis dataset with 1.9M reactions from patents (1976-2016). Predict the reactants needed to synthesize the given product. Given the product [C:12]([O:29][C:27](=[O:28])[CH2:26][N:15]1[CH2:16][CH2:17][C:12]2[C:11]([C:19]([F:22])([F:20])[F:21])=[N:10][N:9]([C:6]3[CH:5]=[CH:4][C:3]([O:2][CH3:1])=[CH:8][CH:7]=3)[C:13]=2[C:14]1=[O:18])([CH3:17])([CH3:13])[CH3:11], predict the reactants needed to synthesize it. The reactants are: [CH3:1][O:2][C:3]1[CH:8]=[CH:7][C:6]([N:9]2[C:13]3[C:14](=[O:18])[NH:15][CH2:16][CH2:17][C:12]=3[C:11]([C:19]([F:22])([F:21])[F:20])=[N:10]2)=[CH:5][CH:4]=1.[H-].[Na+].Br[CH2:26][C:27]([OH:29])=[O:28].